From a dataset of Catalyst prediction with 721,799 reactions and 888 catalyst types from USPTO. Predict which catalyst facilitates the given reaction. (1) Reactant: [S:1]1([C:12]2[C:7](=[CH:8][CH:9]=[CH:10][CH:11]=2)[C:5](=O)[NH:4]1)(=[O:3])=[O:2].O1CCOCC1.S(Cl)([Cl:21])=O. Product: [Cl:21][C:5]1[C:7]2[CH:8]=[CH:9][CH:10]=[CH:11][C:12]=2[S:1](=[O:3])(=[O:2])[N:4]=1. The catalyst class is: 3. (2) Reactant: Cl[C:2]1[C:11]2[C:6](=[CH:7][C:8]([C:12]3[CH:13]=[C:14]([CH:21]=[CH:22][C:23]=3[CH3:24])[C:15]([NH:17][CH:18]3[CH2:20][CH2:19]3)=[O:16])=[CH:9][CH:10]=2)[CH:5]=[N:4][N:3]=1.[C:25]([C:27]1[CH:32]=[CH:31][CH:30]=[CH:29][C:28]=1B(O)O)#[N:26].C(=O)([O-])[O-:37].[K+].[K+]. Product: [NH2:26][C:25]([C:27]1[CH:32]=[CH:31][CH:30]=[CH:29][C:28]=1[C:2]1[C:11]2[C:6](=[CH:7][C:8]([C:12]3[CH:13]=[C:14]([CH:21]=[CH:22][C:23]=3[CH3:24])[C:15]([NH:17][CH:18]3[CH2:20][CH2:19]3)=[O:16])=[CH:9][CH:10]=2)[CH:5]=[N:4][N:3]=1)=[O:37]. The catalyst class is: 628.